This data is from Catalyst prediction with 721,799 reactions and 888 catalyst types from USPTO. The task is: Predict which catalyst facilitates the given reaction. (1) Reactant: [CH3:14][C:11]1([CH3:15])[CH2:12][O:13][B:8]([B:8]2[O:13][CH2:12][C:11]([CH3:15])([CH3:14])[CH2:10][O:9]2)[O:9][CH2:10]1.C([O-])(=O)C.[K+].Br[C:23]1[CH:28]=[CH:27][C:26]([C:29]2([OH:33])[CH2:32][CH2:31][CH2:30]2)=[CH:25][CH:24]=1. Product: [CH3:15][C:11]1([CH3:14])[CH2:10][O:9][B:8]([C:23]2[CH:28]=[CH:27][C:26]([C:29]3([OH:33])[CH2:32][CH2:31][CH2:30]3)=[CH:25][CH:24]=2)[O:13][CH2:12]1. The catalyst class is: 75. (2) Reactant: [C:1]([C@@H:4]([NH:7][C:8](=[O:29])[C@@H:9]([NH:21]C(OC(C)(C)C)=O)[CH2:10][C:11]1[C:20]2[C:15](=[CH:16][CH:17]=[CH:18][CH:19]=2)[CH:14]=[CH:13][CH:12]=1)[CH2:5][CH3:6])(=[O:3])[NH2:2].Cl. Product: [C:1]([C@@H:4]([NH:7][C:8](=[O:29])[C@@H:9]([NH2:21])[CH2:10][C:11]1[C:20]2[C:15](=[CH:16][CH:17]=[CH:18][CH:19]=2)[CH:14]=[CH:13][CH:12]=1)[CH2:5][CH3:6])(=[O:3])[NH2:2]. The catalyst class is: 12.